This data is from Peptide-MHC class I binding affinity with 185,985 pairs from IEDB/IMGT. The task is: Regression. Given a peptide amino acid sequence and an MHC pseudo amino acid sequence, predict their binding affinity value. This is MHC class I binding data. (1) The peptide sequence is KTMAVTYEL. The MHC is HLA-A30:01 with pseudo-sequence HLA-A30:01. The binding affinity (normalized) is 0.141. (2) The peptide sequence is GFFLLTRIL. The MHC is Patr-A0901 with pseudo-sequence Patr-A0901. The binding affinity (normalized) is 0.212. (3) The peptide sequence is IIYERDFSY. The MHC is HLA-A26:01 with pseudo-sequence HLA-A26:01. The binding affinity (normalized) is 0.459. (4) The peptide sequence is AAHSARPPPY. The MHC is HLA-A30:02 with pseudo-sequence HLA-A30:02. The binding affinity (normalized) is 0.221. (5) The peptide sequence is KQNPDIVIY. The MHC is HLA-B18:01 with pseudo-sequence HLA-B18:01. The binding affinity (normalized) is 0.287. (6) The peptide sequence is WLKIKRDYL. The MHC is HLA-B08:01 with pseudo-sequence HLA-B08:01. The binding affinity (normalized) is 1.00. (7) The peptide sequence is VTLKYARA. The MHC is H-2-Db with pseudo-sequence H-2-Db. The binding affinity (normalized) is 0. (8) The peptide sequence is KAAVDLSHFL. The MHC is HLA-B42:01 with pseudo-sequence HLA-B42:01. The binding affinity (normalized) is 0.229. (9) The peptide sequence is YVQMALMKL. The MHC is HLA-B27:05 with pseudo-sequence HLA-B27:05. The binding affinity (normalized) is 0.